From a dataset of Full USPTO retrosynthesis dataset with 1.9M reactions from patents (1976-2016). Predict the reactants needed to synthesize the given product. (1) Given the product [Cl:28][C:26]1[CH:25]=[CH:24][C:23]([F:29])=[C:22]([C:13]2[N:12]=[C:11]([NH:10][C:9]3[C:4]([C:3]([OH:30])=[O:2])=[CH:5][N:6]=[CH:7][CH:8]=3)[C:16]3[CH2:17][C:18]([CH3:20])([CH3:21])[CH2:19][C:15]=3[N:14]=2)[CH:27]=1, predict the reactants needed to synthesize it. The reactants are: C[O:2][C:3](=[O:30])[C:4]1[C:9]([NH:10][C:11]2[C:16]3[CH2:17][C:18]([CH3:21])([CH3:20])[CH2:19][C:15]=3[N:14]=[C:13]([C:22]3[CH:27]=[C:26]([Cl:28])[CH:25]=[CH:24][C:23]=3[F:29])[N:12]=2)=[CH:8][CH:7]=[N:6][CH:5]=1.[OH-].[Na+].Cl. (2) The reactants are: N(OC(C)(C)C)=O.[CH2:8]([O:10][C:11]([C:13]1[CH:14]=[N:15][N:16]([CH:19]2[CH2:24][CH2:23][CH2:22][CH2:21][CH2:20]2)[C:17]=1N)=[O:12])[CH3:9].[ClH:25]. Given the product [CH2:8]([O:10][C:11]([C:13]1[CH:14]=[N:15][N:16]([CH:19]2[CH2:24][CH2:23][CH2:22][CH2:21][CH2:20]2)[C:17]=1[Cl:25])=[O:12])[CH3:9], predict the reactants needed to synthesize it.